From a dataset of Catalyst prediction with 721,799 reactions and 888 catalyst types from USPTO. Predict which catalyst facilitates the given reaction. (1) Reactant: [C:1]1([C:9]([CH2:11][C:12]2[CH:19]=[CH:18][C:15]([O:16]C)=[CH:14][CH:13]=2)=[O:10])[CH:8]=[CH:7][C:4]([O:5]C)=[CH:3][CH:2]=1.C[Si]([N-:24][Si](C)(C)C)(C)C.[Li+].C([O:33][C:34]1[CH:42]=[CH:41][C:37]([C:38](Cl)=O)=[CH:36][CH:35]=1)C=C. Product: [OH:33][C:34]1[CH:42]=[CH:41][C:37]([C:38]2[C:11]([C:12]3[CH:19]=[CH:18][C:15]([OH:16])=[CH:14][CH:13]=3)=[C:9]([C:1]3[CH:8]=[CH:7][C:4]([OH:5])=[CH:3][CH:2]=3)[O:10][N:24]=2)=[CH:36][CH:35]=1. The catalyst class is: 295. (2) Reactant: [N:1]1([C:18]([O:20][CH2:21][C:22]2[CH:27]=[CH:26][CH:25]=[CH:24][CH:23]=2)=[O:19])[CH2:6][CH2:5][N:4]([C:7]([O:9][C:10]([CH3:13])([CH3:12])[CH3:11])=[O:8])[CH2:3][CH:2]1[C:14]([O:16][CH3:17])=[O:15].C[Si](C)(C)N[Si](C)(C)C.[K].FC(F)(F)S(O[CH2:44][CH3:45])(=O)=O. Product: [CH2:44]([C:2]1([C:14]([O:16][CH3:17])=[O:15])[CH2:3][N:4]([C:7]([O:9][C:10]([CH3:12])([CH3:13])[CH3:11])=[O:8])[CH2:5][CH2:6][N:1]1[C:18]([O:20][CH2:21][C:22]1[CH:27]=[CH:26][CH:25]=[CH:24][CH:23]=1)=[O:19])[CH3:45]. The catalyst class is: 1. (3) Reactant: O[CH2:2][C:3]1[CH:4]=[N+:5]([O-:9])[CH:6]=[CH:7][CH:8]=1.S(Cl)([Cl:12])=O. Product: [Cl:12][CH2:2][C:3]1[CH:4]=[N+:5]([O-:9])[CH:6]=[CH:7][CH:8]=1. The catalyst class is: 4. (4) Reactant: N([C:12]([C:19]#[N:20])([CH3:18])[CH2:13][CH2:14][C:15]([OH:17])=[O:16])=N[C:12]([C:19]#[N:20])([CH3:18])[CH2:13][CH2:14][C:15]([OH:17])=[O:16].[CH2:21]([S:33][C:34]([S:36][S:36][C:34]([S:33][CH2:21][CH2:22][CH2:23][CH2:24][CH2:25][CH2:26][CH2:27][CH2:28][CH2:29][CH2:30][CH2:31][CH3:32])=[S:35])=[S:35])[CH2:22][CH2:23][CH2:24][CH2:25][CH2:26][CH2:27][CH2:28][CH2:29][CH2:30][CH2:31][CH3:32]. Product: [C:19]([C:12]([S:36][C:34]([S:33][CH2:21][CH2:22][CH2:23][CH2:24][CH2:25][CH2:26][CH2:27][CH2:28][CH2:29][CH2:30][CH2:31][CH3:32])=[S:35])([CH3:18])[CH2:13][CH2:14][C:15]([OH:17])=[O:16])#[N:20]. The catalyst class is: 13. (5) Reactant: C(OC([NH:8][CH2:9][C:10]([N:12]([CH2:14][C:15]1[CH:16]=[C:17]([C:21]2[CH:22]=[N:23][C:24]([N:27]3[CH2:32][CH2:31][N:30]([C:33]4[N:38]=[CH:37][C:36](/[CH:39]=[CH:40]/[C:41]([OH:43])=[O:42])=[CH:35][C:34]=4[CH3:44])[CH2:29][CH2:28]3)=[N:25][CH:26]=2)[CH:18]=[CH:19][CH:20]=1)[CH3:13])=[O:11])=O)(C)(C)C.C(Cl)(Cl)[Cl:46].[ClH:49].O1CCOCC1. Product: [ClH:46].[ClH:49].[NH2:8][CH2:9][C:10]([N:12]([CH2:14][C:15]1[CH:16]=[C:17]([C:21]2[CH:22]=[N:23][C:24]([N:27]3[CH2:32][CH2:31][N:30]([C:33]4[N:38]=[CH:37][C:36](/[CH:39]=[CH:40]/[C:41]([OH:43])=[O:42])=[CH:35][C:34]=4[CH3:44])[CH2:29][CH2:28]3)=[N:25][CH:26]=2)[CH:18]=[CH:19][CH:20]=1)[CH3:13])=[O:11]. The catalyst class is: 12. (6) Reactant: [N+:1]([C:4]1[CH:5]=[N:6][NH:7][CH:8]=1)([O-:3])=[O:2].[H-].[Na+].Br[CH2:12][CH:13]1[CH2:15][CH2:14]1. Product: [CH:13]1([CH2:12][N:6]2[CH:5]=[C:4]([N+:1]([O-:3])=[O:2])[CH:8]=[N:7]2)[CH2:15][CH2:14]1. The catalyst class is: 35. (7) Reactant: C(OC([N:8]1[CH2:13][CH2:12][N:11]([CH2:14][C:15](=[O:23])[C:16]2[CH:21]=[CH:20][C:19]([CH3:22])=[CH:18][CH:17]=2)[CH2:10][CH2:9]1)=O)(C)(C)C.[ClH:24]. Product: [ClH:24].[ClH:24].[N:11]1([CH2:14][C:15]([C:16]2[CH:21]=[CH:20][C:19]([CH3:22])=[CH:18][CH:17]=2)=[O:23])[CH2:12][CH2:13][NH:8][CH2:9][CH2:10]1. The catalyst class is: 12. (8) Reactant: [Cl-].[NH4+].[NH2:3][C:4]1[C:9]([N+:10]([O-])=O)=[C:8]([O:13][C:14]2[CH:19]=[CH:18][C:17]([NH:20][C:21]([NH:23][C:24]3[CH:29]=[CH:28][C:27]([Cl:30])=[C:26]([C:31]([F:34])([F:33])[F:32])[CH:25]=3)=[O:22])=[C:16]([S:35][CH3:36])[CH:15]=2)[CH:7]=[CH:6][N:5]=1. Product: [NH2:3][C:4]1[C:9]([NH2:10])=[C:8]([O:13][C:14]2[CH:19]=[CH:18][C:17]([NH:20][C:21]([NH:23][C:24]3[CH:29]=[CH:28][C:27]([Cl:30])=[C:26]([C:31]([F:34])([F:32])[F:33])[CH:25]=3)=[O:22])=[C:16]([S:35][CH3:36])[CH:15]=2)[CH:7]=[CH:6][N:5]=1. The catalyst class is: 190. (9) Reactant: [CH3:1][O:2][C:3]1[CH:12]=[C:11]2[C:6]([C:7]([CH3:36])=[CH:8][C:9](=[O:35])[N:10]2[CH2:13][CH2:14][N:15]2[CH2:20][CH2:19][CH:18]([NH:21][CH2:22][CH2:23][S:24][C:25]3[CH:34]=[CH:33][CH:32]=[CH:31][C:26]=3[C:27]([O:29]C)=[O:28])[CH2:17][CH2:16]2)=[CH:5][CH:4]=1.[OH-].[Na+]. Product: [CH3:1][O:2][C:3]1[CH:12]=[C:11]2[C:6]([C:7]([CH3:36])=[CH:8][C:9](=[O:35])[N:10]2[CH2:13][CH2:14][N:15]2[CH2:16][CH2:17][CH:18]([NH:21][CH2:22][CH2:23][S:24][C:25]3[CH:34]=[CH:33][CH:32]=[CH:31][C:26]=3[C:27]([OH:29])=[O:28])[CH2:19][CH2:20]2)=[CH:5][CH:4]=1. The catalyst class is: 8.